This data is from Merck oncology drug combination screen with 23,052 pairs across 39 cell lines. The task is: Regression. Given two drug SMILES strings and cell line genomic features, predict the synergy score measuring deviation from expected non-interaction effect. (1) Drug 1: O=c1[nH]cc(F)c(=O)[nH]1. Drug 2: COC1=C2CC(C)CC(OC)C(O)C(C)C=C(C)C(OC(N)=O)C(OC)C=CC=C(C)C(=O)NC(=CC1=O)C2=O. Cell line: A375. Synergy scores: synergy=7.16. (2) Drug 1: O=S1(=O)NC2(CN1CC(F)(F)F)C1CCC2Cc2cc(C=CCN3CCC(C(F)(F)F)CC3)ccc2C1. Drug 2: CCc1cnn2c(NCc3ccc[n+]([O-])c3)cc(N3CCCCC3CCO)nc12. Cell line: NCIH2122. Synergy scores: synergy=-9.33. (3) Drug 1: O=S1(=O)NC2(CN1CC(F)(F)F)C1CCC2Cc2cc(C=CCN3CCC(C(F)(F)F)CC3)ccc2C1. Drug 2: CC(C)CC(NC(=O)C(Cc1ccccc1)NC(=O)c1cnccn1)B(O)O. Cell line: NCIH23. Synergy scores: synergy=9.64. (4) Drug 1: CCN(CC)CCNC(=O)c1c(C)[nH]c(C=C2C(=O)Nc3ccc(F)cc32)c1C. Drug 2: O=C(NOCC(O)CO)c1ccc(F)c(F)c1Nc1ccc(I)cc1F. Cell line: PA1. Synergy scores: synergy=20.4. (5) Drug 1: COC12C(COC(N)=O)C3=C(C(=O)C(C)=C(N)C3=O)N1CC1NC12. Drug 2: CCc1cnn2c(NCc3ccc[n+]([O-])c3)cc(N3CCCCC3CCO)nc12. Cell line: VCAP. Synergy scores: synergy=10.3. (6) Drug 1: CCC1=CC2CN(C1)Cc1c([nH]c3ccccc13)C(C(=O)OC)(c1cc3c(cc1OC)N(C)C1C(O)(C(=O)OC)C(OC(C)=O)C4(CC)C=CCN5CCC31C54)C2. Drug 2: NC(=O)c1cccc2cn(-c3ccc(C4CCCNC4)cc3)nc12. Cell line: UACC62. Synergy scores: synergy=-42.4. (7) Drug 1: CN1C(=O)C=CC2(C)C3CCC4(C)C(NC(=O)OCC(F)(F)F)CCC4C3CCC12. Drug 2: CCc1c2c(nc3ccc(O)cc13)-c1cc3c(c(=O)n1C2)COC(=O)C3(O)CC. Cell line: NCIH2122. Synergy scores: synergy=9.88. (8) Drug 1: CN(C)C(=N)N=C(N)N. Synergy scores: synergy=-4.87. Drug 2: NC1(c2ccc(-c3nc4ccn5c(=O)[nH]nc5c4cc3-c3ccccc3)cc2)CCC1. Cell line: LOVO. (9) Drug 1: O=S1(=O)NC2(CN1CC(F)(F)F)C1CCC2Cc2cc(C=CCN3CCC(C(F)(F)F)CC3)ccc2C1. Drug 2: Nc1ccn(C2OC(CO)C(O)C2(F)F)c(=O)n1. Cell line: SKMES1. Synergy scores: synergy=-18.4. (10) Drug 1: Cn1c(=O)n(-c2ccc(C(C)(C)C#N)cc2)c2c3cc(-c4cnc5ccccc5c4)ccc3ncc21. Drug 2: CNC(=O)c1cc(Oc2ccc(NC(=O)Nc3ccc(Cl)c(C(F)(F)F)c3)cc2)ccn1. Cell line: HT29. Synergy scores: synergy=14.4.